Dataset: NCI-60 drug combinations with 297,098 pairs across 59 cell lines. Task: Regression. Given two drug SMILES strings and cell line genomic features, predict the synergy score measuring deviation from expected non-interaction effect. (1) Drug 1: COC1=CC(=CC(=C1O)OC)C2C3C(COC3=O)C(C4=CC5=C(C=C24)OCO5)OC6C(C(C7C(O6)COC(O7)C8=CC=CS8)O)O. Drug 2: CCCCCOC(=O)NC1=NC(=O)N(C=C1F)C2C(C(C(O2)C)O)O. Cell line: SW-620. Synergy scores: CSS=33.1, Synergy_ZIP=3.82, Synergy_Bliss=5.05, Synergy_Loewe=-33.1, Synergy_HSA=3.17. (2) Drug 1: CCC1=C2CN3C(=CC4=C(C3=O)COC(=O)C4(CC)O)C2=NC5=C1C=C(C=C5)O. Drug 2: C#CCC(CC1=CN=C2C(=N1)C(=NC(=N2)N)N)C3=CC=C(C=C3)C(=O)NC(CCC(=O)O)C(=O)O. Cell line: U251. Synergy scores: CSS=53.1, Synergy_ZIP=-14.9, Synergy_Bliss=-16.3, Synergy_Loewe=-6.45, Synergy_HSA=-3.37. (3) Drug 1: CN1C(=O)N2C=NC(=C2N=N1)C(=O)N. Drug 2: C1CN(CCN1C(=O)CCBr)C(=O)CCBr. Cell line: A498. Synergy scores: CSS=10.1, Synergy_ZIP=-2.52, Synergy_Bliss=-2.25, Synergy_Loewe=-2.52, Synergy_HSA=-0.585. (4) Drug 1: CN(C)C1=NC(=NC(=N1)N(C)C)N(C)C. Drug 2: CC1=CC=C(C=C1)C2=CC(=NN2C3=CC=C(C=C3)S(=O)(=O)N)C(F)(F)F. Cell line: HCT-15. Synergy scores: CSS=-3.12, Synergy_ZIP=-0.652, Synergy_Bliss=-0.523, Synergy_Loewe=-6.71, Synergy_HSA=-3.40. (5) Drug 1: C1=CC(=CC=C1C#N)C(C2=CC=C(C=C2)C#N)N3C=NC=N3. Drug 2: CC1=CC=C(C=C1)C2=CC(=NN2C3=CC=C(C=C3)S(=O)(=O)N)C(F)(F)F. Cell line: HCT-15. Synergy scores: CSS=-7.85, Synergy_ZIP=7.79, Synergy_Bliss=9.63, Synergy_Loewe=-16.7, Synergy_HSA=-15.5.